Dataset: Full USPTO retrosynthesis dataset with 1.9M reactions from patents (1976-2016). Task: Predict the reactants needed to synthesize the given product. (1) Given the product [NH2:1][CH2:4][C@@H:5]1[CH2:14][C:13]2[C:8](=[CH:9][CH:10]=[CH:11][CH:12]=2)[CH2:7][N:6]1[C:15]([O:17][CH2:18][C:19]1[CH:24]=[CH:23][CH:22]=[CH:21][CH:20]=1)=[O:16], predict the reactants needed to synthesize it. The reactants are: [N:1]([CH2:4][C@@H:5]1[CH2:14][C:13]2[C:8](=[CH:9][CH:10]=[CH:11][CH:12]=2)[CH2:7][N:6]1[C:15]([O:17][CH2:18][C:19]1[CH:24]=[CH:23][CH:22]=[CH:21][CH:20]=1)=[O:16])=[N+]=[N-].C1(P(C2C=CC=CC=2)C2C=CC=CC=2)C=CC=CC=1.O. (2) Given the product [Cl:1][C:2]1[CH:3]=[C:4]([CH:25]=[CH:26][C:27]=1[Cl:28])[O:5][C:6]1[CH:11]=[CH:10][CH:9]=[CH:8][C:7]=1[NH:12][S:13]([C:16]1[CH:17]=[CH:18][C:19]([C:20]([NH:44][C@H:41]2[CH2:42][CH2:43][C@H:38]([CH2:37][CH2:36][N:31]3[CH2:35][CH2:34][CH2:33][CH2:32]3)[CH2:39][CH2:40]2)=[O:21])=[CH:23][CH:24]=1)(=[O:15])=[O:14], predict the reactants needed to synthesize it. The reactants are: [Cl:1][C:2]1[CH:3]=[C:4]([CH:25]=[CH:26][C:27]=1[Cl:28])[O:5][C:6]1[CH:11]=[CH:10][CH:9]=[CH:8][C:7]=1[NH:12][S:13]([C:16]1[CH:24]=[CH:23][C:19]([C:20](O)=[O:21])=[CH:18][CH:17]=1)(=[O:15])=[O:14].Cl.Cl.[N:31]1([CH2:36][CH2:37][C@H:38]2[CH2:43][CH2:42][C@H:41]([NH2:44])[CH2:40][CH2:39]2)[CH2:35][CH2:34][CH2:33][CH2:32]1. (3) Given the product [F:41][C:38]([F:39])([F:40])[C:27]1([C:24]2[CH:25]=[CH:26][C:21]([C:4]([C:3]3[CH:10]=[C:11]([C:14]#[C:15][Si:16]([CH3:17])([CH3:18])[CH3:19])[CH:12]=[CH:13][C:2]=3[NH2:1])=[O:5])=[CH:22][CH:23]=2)[NH:28][NH:29]1, predict the reactants needed to synthesize it. The reactants are: [NH2:1][C:2]1[CH:13]=[CH:12][C:11]([C:14]#[C:15][Si:16]([CH3:19])([CH3:18])[CH3:17])=[CH:10][C:3]=1[C:4](N(OC)C)=[O:5].Br[C:21]1[CH:26]=[CH:25][C:24]([C:27]2([C:38]([F:41])([F:40])[F:39])[N:29]([Si](C)(C)C)[N:28]2[Si](C)(C)C)=[CH:23][CH:22]=1.C([Li])CCC. (4) Given the product [OH:33][C:35]12[C:53]3[C:48](=[CH:49][CH:50]=[CH:51][CH:52]=3)[C:47](=[O:54])[C:20]1([NH:21][C:10]([C:8]1[CH:7]=[CH:6][C:5]3[NH:1][CH:2]=[N:3][C:4]=3[CH:9]=1)=[O:12])[C:19]1[CH:18]=[CH:39][C:40]([CH:44]([CH3:46])[CH3:45])=[CH:41][C:42]=1[O:43]2, predict the reactants needed to synthesize it. The reactants are: [N:1]1[C:5]2[CH:6]=[CH:7][C:8]([C:10]([OH:12])=O)=[CH:9][C:4]=2[NH:3][CH:2]=1.CCN=C=N[CH2:18][CH2:19][CH2:20][N:21](C)C.C1C=CC2N([OH:33])N=NC=2C=1.N[C:35]12[C:53]3[C:48](=[CH:49][CH:50]=[CH:51][CH:52]=3)[C:47](=[O:54])C1(O)C1[C:42]([O:43]2)=[CH:41][C:40]([CH:44]([CH3:46])[CH3:45])=[CH:39]C=1. (5) Given the product [F:18][C:17]([F:20])([F:19])[O:16][C:13]1[CH:14]=[CH:15][C:10]([CH:9]=[CH:8][C:5]2[O:6][CH:7]=[C:3]([CH2:2][O:36][C:33]3[CH:34]=[CH:35][C:30]([CH2:29][CH2:28][CH2:27][CH2:26][N:21]4[CH:25]=[CH:24][N:23]=[N:22]4)=[CH:31][CH:32]=3)[N:4]=2)=[CH:11][CH:12]=1, predict the reactants needed to synthesize it. The reactants are: Cl[CH2:2][C:3]1[N:4]=[C:5]([CH:8]=[CH:9][C:10]2[CH:15]=[CH:14][C:13]([O:16][C:17]([F:20])([F:19])[F:18])=[CH:12][CH:11]=2)[O:6][CH:7]=1.[N:21]1([CH2:26][CH2:27][CH2:28][CH2:29][C:30]2[CH:35]=[CH:34][C:33]([OH:36])=[CH:32][CH:31]=2)[CH:25]=[CH:24][N:23]=[N:22]1.[I-].[K+].C[O-].[Na+]. (6) Given the product [CH2:1]([O:8][C:9]1[CH:14]=[CH:13][C:12]([N:15]2[CH2:16][CH2:17][C:18]([CH2:19][NH:26][CH:23]3[CH2:25][CH2:24]3)([OH:20])[CH2:21][CH2:22]2)=[CH:11][CH:10]=1)[C:2]1[CH:3]=[CH:4][CH:5]=[CH:6][CH:7]=1, predict the reactants needed to synthesize it. The reactants are: [CH2:1]([O:8][C:9]1[CH:14]=[CH:13][C:12]([N:15]2[CH2:22][CH2:21][C:18]3([O:20][CH2:19]3)[CH2:17][CH2:16]2)=[CH:11][CH:10]=1)[C:2]1[CH:7]=[CH:6][CH:5]=[CH:4][CH:3]=1.[CH:23]1([NH2:26])[CH2:25][CH2:24]1. (7) Given the product [OH:34][CH2:35][CH2:36][O:1][C:2]1[CH:3]=[CH:4][C:5]([C:8]2[N:12]([C:13]3[CH:18]=[CH:17][C:16]([O:19][CH3:20])=[CH:15][CH:14]=3)[N:11]=[C:10]([NH:21][C:22](=[O:26])[N:23]([CH3:25])[CH3:24])[CH:9]=2)=[CH:6][CH:7]=1, predict the reactants needed to synthesize it. The reactants are: [OH:1][C:2]1[CH:7]=[CH:6][C:5]([C:8]2[N:12]([C:13]3[CH:18]=[CH:17][C:16]([O:19][CH3:20])=[CH:15][CH:14]=3)[N:11]=[C:10]([NH:21][C:22](=[O:26])[N:23]([CH3:25])[CH3:24])[CH:9]=2)=[CH:4][CH:3]=1.[Si]([O:34][CH2:35][CH2:36]Br)(C(C)(C)C)(C)C.C([O-])([O-])=O.[K+].[K+].